Dataset: Full USPTO retrosynthesis dataset with 1.9M reactions from patents (1976-2016). Task: Predict the reactants needed to synthesize the given product. (1) The reactants are: [N:1]([CH2:4][C:5]1[CH:6]=[N:7][N:8]([CH2:11][CH2:12][O:13][CH3:14])[C:9]=1[CH3:10])=[N+]=[N-].COCCN1C(C)=C(C(OCC)=O)C=N1. Given the product [CH3:14][O:13][CH2:12][CH2:11][N:8]1[C:9]([CH3:10])=[C:5]([CH2:4][NH2:1])[CH:6]=[N:7]1, predict the reactants needed to synthesize it. (2) Given the product [O:24]1[C:33]2[C:28](=[CH:29][CH:30]=[CH:31][CH:32]=2)[CH:27]([O:22][C:7]2[C:8]3[N:12]=[C:11]([CH3:13])[NH:10][C:9]=3[CH:21]=[C:5]([C:3]([N:2]([CH3:1])[CH3:23])=[O:4])[CH:6]=2)[CH2:26][CH2:25]1, predict the reactants needed to synthesize it. The reactants are: [CH3:1][N:2]([CH3:23])[C:3]([C:5]1[CH:6]=[C:7]([OH:22])[C:8]2[N:12]=[C:11]([CH3:13])[N:10](C(OC(C)(C)C)=O)[C:9]=2[CH:21]=1)=[O:4].[O:24]1[C:33]2[C:28](=[CH:29][CH:30]=[CH:31][CH:32]=2)[CH:27](O)[CH2:26][CH2:25]1. (3) Given the product [CH3:36][N:14]1[CH:15]=[C:16]([NH:17][C:18]([C:20]2[C:25]([NH:26][C:27]3[CH:32]=[N:31][CH:30]=[N:29][CH:28]=3)=[CH:24][CH:23]=[C:22]([CH:33]3[CH2:34][CH2:35]3)[N:21]=2)=[O:19])[C:12]([C:10]([N:4]2[CH2:5][CH2:6][NH:1][C:2](=[O:7])[CH2:3]2)=[O:9])=[N:13]1, predict the reactants needed to synthesize it. The reactants are: [NH:1]1[CH2:6][CH2:5][NH:4][CH2:3][C:2]1=[O:7].C[O:9][C:10]([C:12]1[C:16]([NH:17][C:18]([C:20]2[C:25]([NH:26][C:27]3[CH:28]=[N:29][CH:30]=[N:31][CH:32]=3)=[CH:24][CH:23]=[C:22]([CH:33]3[CH2:35][CH2:34]3)[N:21]=2)=[O:19])=[CH:15][N:14]([CH3:36])[N:13]=1)=O. (4) Given the product [CH:21]1([N:20]([C:14]2[CH:19]=[CH:18][CH:17]=[CH:16][CH:15]=2)[C:30](=[O:29])/[CH:31]=[CH:32]/[C:28]2[CH:35]=[CH:34][CH:33]=[CH:38][CH:27]=2)[CH2:26][CH2:25][CH2:24][CH2:23][CH2:22]1, predict the reactants needed to synthesize it. The reactants are: S(Cl)(Cl)=O.C(N(C(C)C)C(C)C)C.[CH:14]1([NH:20][C:21]2[CH:26]=[CH:25][CH:24]=[CH:23][CH:22]=2)[CH2:19][CH2:18][CH2:17][CH2:16][CH2:15]1.[CH3:27][CH:28]1[CH2:32][CH2:31][CH2:30][O:29]1.[C:33]1(C)[CH:38]=CC=[CH:35][CH:34]=1. (5) The reactants are: Br[C:2]1[CH:8]=[C:7]([N+:9]([O-:11])=[O:10])[CH:6]=[C:5]([CH3:12])[C:3]=1[NH2:4].[C:13]1(B(O)O)[CH:18]=[CH:17]C=[CH:15][CH:14]=1.[C:22]([O-])([O-])=O.[Na+].[Na+].CCO.O. Given the product [CH3:22][C:2]1[C:3]([NH2:4])=[C:5]([C:12]2[CH:17]=[CH:18][CH:13]=[CH:14][CH:15]=2)[CH:6]=[C:7]([N+:9]([O-:11])=[O:10])[CH:8]=1, predict the reactants needed to synthesize it. (6) Given the product [C:25]([O:24][C:22]([N:8]1[C:7]2[CH:9]=[CH:10][CH:11]=[CH:12][C:6]=2[N:5]=[C:4]1[CH2:3][CH2:2][Cl:1])=[O:23])([CH3:28])([CH3:27])[CH3:26], predict the reactants needed to synthesize it. The reactants are: [Cl:1][CH2:2][CH2:3][C:4]1[NH:8][C:7]2[CH:9]=[CH:10][CH:11]=[CH:12][C:6]=2[N:5]=1.C(N(CC)C(C)C)(C)C.[C:22](O[C:22]([O:24][C:25]([CH3:28])([CH3:27])[CH3:26])=[O:23])([O:24][C:25]([CH3:28])([CH3:27])[CH3:26])=[O:23]. (7) The reactants are: Br[C:2]1[CH:7]=[CH:6][CH:5]=[CH:4][CH:3]=1.Cl.[NH:9]1[CH2:14][CH2:13][CH2:12][C@H:11]([C:15]([OH:17])=[O:16])[CH2:10]1.CC(C)([O-])C.[Na+].C(P(C(C)(C)C)C1C=CC=CC=1C1C=CC=CC=1)(C)(C)C.O1CCOCC1. Given the product [C:2]1([N:9]2[CH2:14][CH2:13][CH2:12][C@H:11]([C:15]([OH:17])=[O:16])[CH2:10]2)[CH:7]=[CH:6][CH:5]=[CH:4][CH:3]=1, predict the reactants needed to synthesize it. (8) The reactants are: [Br:1][C:2]1[CH:3]=[CH:4][C:5]([F:25])=[C:6]([C:8](=O)[CH2:9][C:10]2([O:16][Si:17]([C:20]([CH3:23])([CH3:22])[CH3:21])([CH3:19])[CH3:18])[CH2:15][CH2:14][O:13][CH2:12][CH2:11]2)[CH:7]=1.[CH3:26][C:27]([S:30]([NH2:32])=[O:31])([CH3:29])[CH3:28]. Given the product [Br:1][C:2]1[CH:3]=[CH:4][C:5]([F:25])=[C:6](/[C:8](=[N:32]\[S:30]([C:27]([CH3:29])([CH3:28])[CH3:26])=[O:31])/[CH2:9][C:10]2([O:16][Si:17]([C:20]([CH3:23])([CH3:22])[CH3:21])([CH3:19])[CH3:18])[CH2:15][CH2:14][O:13][CH2:12][CH2:11]2)[CH:7]=1, predict the reactants needed to synthesize it. (9) Given the product [Cl:36][C:33]1[CH:34]=[CH:35][C:30]([CH2:29][O:1][C:2]2[CH:10]=[CH:9][C:8]3[N:7]4[CH2:11][CH2:12][CH:13]([CH2:14][C:15]([O:17][C:18]([CH3:21])([CH3:20])[CH3:19])=[O:16])[C:6]4=[CH:5][C:4]=3[CH:3]=2)=[CH:31][C:32]=1[C:37]([F:38])([F:39])[F:40], predict the reactants needed to synthesize it. The reactants are: [OH:1][C:2]1[CH:10]=[CH:9][C:8]2[N:7]3[CH2:11][CH2:12][CH:13]([CH2:14][C:15]([O:17][C:18]([CH3:21])([CH3:20])[CH3:19])=[O:16])[C:6]3=[CH:5][C:4]=2[CH:3]=1.C([O-])([O-])=O.[Cs+].[Cs+].Br[CH2:29][C:30]1[CH:35]=[CH:34][C:33]([Cl:36])=[C:32]([C:37]([F:40])([F:39])[F:38])[CH:31]=1. (10) Given the product [F:34][C:28]([C:27]1([OH:35])[O:15][C@@H:16]2[CH2:24][C@@H:19]3[O:20][C:21](=[O:23])[CH2:22][C@@H:18]3[CH:17]2[CH2:25][CH2:26]1)([F:33])[CH2:29][CH2:30][CH2:31][CH3:32], predict the reactants needed to synthesize it. The reactants are: C(=O)([O-])[O-].[K+].[K+].C([O:15][C@@H:16]1[CH2:24][C@@H:19]2[O:20][C:21](=[O:23])[CH2:22][C@@H:18]2[C@H:17]1[CH2:25][CH2:26][C:27](=[O:35])[C:28]([F:34])([F:33])[CH2:29][CH2:30][CH2:31][CH3:32])(=O)C1C=CC=CC=1.CC(C)=O.CCCCCC.